Dataset: Reaction yield outcomes from USPTO patents with 853,638 reactions. Task: Predict the reaction yield, written as a fraction of the theoretical maximum amount of product (1.0 means a 100% yield; for example, 0.34 means a 34% yield). (1) The product is [CH3:33][O:32][CH2:31][O:30][C:25]1[CH:26]=[CH:27][CH:28]=[CH:29][C:24]=1[C:22]([C:19]1[CH:18]=[CH:17][C:16]([O:15][CH2:2][C:3]2[N:4]=[C:5]([C:9]3[CH:14]=[CH:13][CH:12]=[CH:11][CH:10]=3)[O:6][C:7]=2[CH3:8])=[CH:21][CH:20]=1)=[O:23]. The yield is 0.890. The catalyst is O. The reactants are Cl[CH2:2][C:3]1[N:4]=[C:5]([C:9]2[CH:14]=[CH:13][CH:12]=[CH:11][CH:10]=2)[O:6][C:7]=1[CH3:8].[OH:15][C:16]1[CH:21]=[CH:20][C:19]([C:22]([C:24]2[CH:29]=[CH:28][CH:27]=[CH:26][C:25]=2[O:30][CH2:31][O:32][CH3:33])=[O:23])=[CH:18][CH:17]=1.C(=O)([O-])[O-].[K+].[K+].CN(C)C=O. (2) The reactants are [Br:1][C:2]1[CH:3]=[C:4]([CH:7]=[CH:8][C:9]=1[O:10][CH2:11][CH2:12][CH2:13][CH3:14])[C:5]#[N:6].B.Cl. The catalyst is C1COCC1.O. The product is [Br:1][C:2]1[CH:3]=[C:4]([CH:7]=[CH:8][C:9]=1[O:10][CH2:11][CH2:12][CH2:13][CH3:14])[CH2:5][NH2:6]. The yield is 0.630. (3) The reactants are Br[C:2]1[NH:3][C:4]2[C:9]([C:10]=1[CH:11]1[CH2:16][CH2:15][CH2:14][CH2:13][CH2:12]1)=[CH:8][CH:7]=[C:6]([C:17]([O:19][CH3:20])=[O:18])[CH:5]=2.[OH:21][C:22]1[CH:27]=[CH:26][CH:25]=[CH:24][C:23]=1B(O)O.[Cl-].[Li+].C(=O)([O-])[O-].[Na+].[Na+]. The catalyst is COCCOC.O.C1C=CC([P]([Pd]([P](C2C=CC=CC=2)(C2C=CC=CC=2)C2C=CC=CC=2)([P](C2C=CC=CC=2)(C2C=CC=CC=2)C2C=CC=CC=2)[P](C2C=CC=CC=2)(C2C=CC=CC=2)C2C=CC=CC=2)(C2C=CC=CC=2)C2C=CC=CC=2)=CC=1. The product is [CH:11]1([C:10]2[C:9]3[C:4](=[CH:5][C:6]([C:17]([O:19][CH3:20])=[O:18])=[CH:7][CH:8]=3)[NH:3][C:2]=2[C:23]2[CH:24]=[CH:25][CH:26]=[CH:27][C:22]=2[OH:21])[CH2:16][CH2:15][CH2:14][CH2:13][CH2:12]1. The yield is 0.877. (4) The reactants are [C:1](=O)([O-])[O-].[Cs+].[Cs+].BrC[CH2:9][CH:10]1O[CH2:13][CH2:12][O:11]1.CN(C)[CH:17]=[O:18].[Cl:20][C:21]1[CH:22]=[C:23]([OH:28])[CH:24]=[N:25][C:26]=1[F:27]. The catalyst is O. The product is [Cl:20][C:21]1[C:26]([F:27])=[N:25][CH:24]=[C:23]([O:28][CH2:9][CH:10]([O:18][CH2:17][CH3:1])[O:11][CH2:12][CH3:13])[CH:22]=1. The yield is 0.620. (5) The reactants are [Cl:1][C:2]1[CH:3]=[CH:4][C:5]2[S:9][C:8]([S:10](Cl)(=[O:12])=[O:11])=[C:7]([CH3:14])[C:6]=2[CH:15]=1.[NH2:16][C:17]1[CH:25]=[CH:24][CH:23]=[C:19]([C:20]([OH:22])=[O:21])[C:18]=1[OH:26]. The catalyst is O.O1CCOCC1. The product is [Cl:1][C:2]1[CH:3]=[CH:4][C:5]2[S:9][C:8]([S:10]([NH:16][C:17]3[C:18]([OH:26])=[C:19]([CH:23]=[CH:24][CH:25]=3)[C:20]([OH:22])=[O:21])(=[O:12])=[O:11])=[C:7]([CH3:14])[C:6]=2[CH:15]=1. The yield is 0.720. (6) The reactants are [CH2:1]([N:3]([CH2:20][CH3:21])[CH2:4][CH2:5][N:6]1[CH2:12][CH2:11][CH2:10][C:9]2[NH:13][C:14]([CH:17]=O)=[C:15]([CH3:16])[C:8]=2[C:7]1=[O:19])[CH3:2].[F:22][C:23]1[C:28]([F:29])=[CH:27][CH:26]=[CH:25][C:24]=1[C:30]1[C:38]([F:39])=[CH:37][CH:36]=[C:35]2[C:31]=1[CH2:32][C:33](=[O:40])[NH:34]2.N1CCCCC1. The catalyst is C(O)C. The product is [CH2:1]([N:3]([CH2:20][CH3:21])[CH2:4][CH2:5][N:6]1[CH2:12][CH2:11][CH2:10][C:9]2[NH:13][C:14](/[CH:17]=[C:32]3\[C:33](=[O:40])[NH:34][C:35]4[C:31]\3=[C:30]([C:24]3[CH:25]=[CH:26][CH:27]=[C:28]([F:29])[C:23]=3[F:22])[C:38]([F:39])=[CH:37][CH:36]=4)=[C:15]([CH3:16])[C:8]=2[C:7]1=[O:19])[CH3:2]. The yield is 0.190. (7) The reactants are [CH3:1][C:2]1([CH3:36])[CH2:11][CH2:10][C:9]([CH3:13])([CH3:12])[C:8]2[CH:7]=[C:6]([Se:14][C:15]#[C:16][C:17]3[CH:26]=[CH:25][C:20]([C:21]([O:23]C)=[O:22])=[CH:19][CH:18]=3)[CH:5]=[C:4]([O:27][CH2:28][C:29]3[CH:34]=[CH:33][C:32]([Cl:35])=[CH:31][CH:30]=3)[C:3]1=2.[OH-].[Na+]. No catalyst specified. The product is [CH3:1][C:2]1([CH3:36])[CH2:11][CH2:10][C:9]([CH3:12])([CH3:13])[C:8]2[CH:7]=[C:6]([Se:14][C:15]#[C:16][C:17]3[CH:18]=[CH:19][C:20]([C:21]([OH:23])=[O:22])=[CH:25][CH:26]=3)[CH:5]=[C:4]([O:27][CH2:28][C:29]3[CH:30]=[CH:31][C:32]([Cl:35])=[CH:33][CH:34]=3)[C:3]1=2. The yield is 0.720. (8) The reactants are C([NH:8][CH2:9][C:10]1[CH:15]=[CH:14][C:13]([O:16][C:17]2[CH:22]=[CH:21][C:20]([F:23])=[CH:19][C:18]=2[F:24])=[C:12]([C:25]2[C:33]3[C:28](=[C:29]([O:34][CH3:35])[N:30]=[CH:31][CH:32]=3)[N:27]([CH3:36])[CH:26]=2)[CH:11]=1)C1C=CC=CC=1. The catalyst is O1CCCC1.[OH-].[OH-].[Pd+2]. The product is [F:24][C:18]1[CH:19]=[C:20]([F:23])[CH:21]=[CH:22][C:17]=1[O:16][C:13]1[CH:14]=[CH:15][C:10]([CH2:9][NH2:8])=[CH:11][C:12]=1[C:25]1[C:33]2[C:28](=[C:29]([O:34][CH3:35])[N:30]=[CH:31][CH:32]=2)[N:27]([CH3:36])[CH:26]=1. The yield is 0.900.